This data is from Full USPTO retrosynthesis dataset with 1.9M reactions from patents (1976-2016). The task is: Predict the reactants needed to synthesize the given product. (1) Given the product [CH:20]([O:22][C@H:23]1[CH2:24][CH2:26][C@@:30]2([CH3:45])[C:29](=[CH:34][CH2:35][C@@H:36]3[C@@H:31]2[CH2:32][CH2:33][C@@:38]2([CH3:39])[C@H:37]3[CH2:42][CH2:41][C@@H:18]2[C:16](=[O:17])[CH2:14][O:13][C:11](=[O:12])[CH3:9])[CH2:28]1)=[O:21], predict the reactants needed to synthesize it. The reactants are: C(OC(=O)C)(=O)C.C[C:9]([C:11]([O:13][C:14]([C:16]([CH3:18])=[O:17])=O)=[O:12])=O.C[C:20]([O:22][CH2:23][C:24]([C@@H:26]1[C@@:30]2([CH3:45])[CH2:31][CH2:32][C@@H:33]3[C@@:38]4(C)[CH2:39]C[C@H:41](O)[CH2:42][C:37]4=[CH:36][CH2:35][C@H:34]3[C@@H:29]2[CH2:28]C1)=O)=[O:21].C(=O)(O)[O-].[Na+]. (2) Given the product [CH2:24]([O:23][C:21](=[O:22])[CH2:20][C:19]([NH:18][CH2:17][C:10]1([C:13]([O:15][CH3:16])=[O:14])[CH2:11][CH2:12][N:8]([C:35]([O:37][C:38]([CH3:39])([CH3:40])[CH3:41])=[O:36])[CH2:9]1)=[O:26])[CH3:25], predict the reactants needed to synthesize it. The reactants are: C([N:8]1[CH2:12][CH2:11][C:10]([CH2:17][NH:18][C:19](=[O:26])[CH2:20][C:21]([O:23][CH2:24][CH3:25])=[O:22])([C:13]([O:15][CH3:16])=[O:14])[CH2:9]1)C1C=CC=CC=1.[C:35](O[C:35]([O:37][C:38]([CH3:41])([CH3:40])[CH3:39])=[O:36])([O:37][C:38]([CH3:41])([CH3:40])[CH3:39])=[O:36].